Dataset: Reaction yield outcomes from USPTO patents with 853,638 reactions. Task: Predict the reaction yield, written as a fraction of the theoretical maximum amount of product (1.0 means a 100% yield; for example, 0.34 means a 34% yield). (1) The reactants are Cl[C:2]1[C:7]([CH:8]=[O:9])=[C:6]([N:10]2[C:22](=[O:23])[C:14]3[CH:15]=[C:16]4[N:21]([C:13]=3[CH:12]=[N:11]2)[CH2:20][CH2:19][CH2:18][CH2:17]4)[N:5]=[CH:4][CH:3]=1.[CH3:24][N:25]1[CH:30]=[C:29](B2OC(C)(C)C(C)(C)O2)[CH:28]=[C:27]([NH:40][C:41]2[CH:50]=[C:44]3[CH2:45][N:46]([CH3:49])[CH2:47][CH2:48][N:43]3[N:42]=2)[C:26]1=[O:51].C([O-])(=O)C.[Na+].[O-]P([O-])([O-])=O.[K+].[K+].[K+]. The catalyst is C1C=CC(P(C2C=CC=CC=2)[C-]2C=CC=C2)=CC=1.C1C=CC(P(C2C=CC=CC=2)[C-]2C=CC=C2)=CC=1.Cl[Pd]Cl.[Fe+2].O.C(#N)C. The yield is 0.550. The product is [CH3:24][N:25]1[C:26](=[O:51])[C:27]([NH:40][C:41]2[CH:50]=[C:44]3[CH2:45][N:46]([CH3:49])[CH2:47][CH2:48][N:43]3[N:42]=2)=[CH:28][C:29]([C:2]2[C:7]([CH:8]=[O:9])=[C:6]([N:10]3[C:22](=[O:23])[C:14]4[CH:15]=[C:16]5[N:21]([C:13]=4[CH:12]=[N:11]3)[CH2:20][CH2:19][CH2:18][CH2:17]5)[N:5]=[CH:4][CH:3]=2)=[CH:30]1. (2) The reactants are [CH2:1]1[C:9]2[C:4](=[CH:5][CH:6]=[CH:7][CH:8]=2)[CH2:3][CH:2]1[NH:10][C:11]1[N:12]=[CH:13][C:14]2[CH2:20][NH:19][CH2:18][CH2:17][C:15]=2[N:16]=1.[NH:21]1[CH:25]=[C:24]([C:26](O)=[O:27])[N:23]=[CH:22]1.Cl.CN(C)CCCN=C=NCC.O.ON1C2C=CC=CC=2N=N1.C(N(CC)CC)C. The catalyst is CN(C)C=O. The product is [NH:21]1[CH:25]=[C:24]([C:26]([N:19]2[CH2:18][CH2:17][C:15]3[N:16]=[C:11]([NH:10][CH:2]4[CH2:3][C:4]5[C:9](=[CH:8][CH:7]=[CH:6][CH:5]=5)[CH2:1]4)[N:12]=[CH:13][C:14]=3[CH2:20]2)=[O:27])[N:23]=[CH:22]1. The yield is 0.620. (3) The product is [C:1]([O:5][C:6]([NH:8][CH2:9][C:10]1[CH:15]=[CH:14][C:13]([C:16]2[CH:17]=[CH:18][N:19]3[C:24]([C:25]=2[CH3:26])=[C:23]([CH:27]2[CH2:29][CH2:28]2)[CH:22]=[C:21]([C:30]([OH:32])=[O:31])[C:20]3=[O:34])=[CH:12][C:11]=1[F:35])=[O:7])([CH3:2])([CH3:3])[CH3:4]. The catalyst is CO. The yield is 0.860. The reactants are [C:1]([O:5][C:6]([NH:8][CH2:9][C:10]1[CH:15]=[CH:14][C:13]([C:16]2[CH:17]=[CH:18][N:19]3[C:24]([C:25]=2[CH3:26])=[C:23]([CH:27]2[CH2:29][CH2:28]2)[CH:22]=[C:21]([C:30]([O:32]C)=[O:31])[C:20]3=[O:34])=[CH:12][C:11]=1[F:35])=[O:7])([CH3:4])([CH3:3])[CH3:2].[OH-].[Na+]. (4) The reactants are CS(O[CH2:6][C@H:7]1[CH2:18][CH2:17][C:16]2[S:15][C:14]3[N:13]=[CH:12][N:11]=[C:10]([O:19][CH:20]4[CH2:25][CH2:24][C:23]([NH:27][C:28](=[O:34])[O:29][C:30]([CH3:33])([CH3:32])[CH3:31])([CH3:26])[CH2:22][CH2:21]4)[C:9]=3[C:8]1=2)(=O)=O.[C-:35]#[N:36].[Na+]. The catalyst is CS(C)=O.CN(C)C1C=CN=CC=1. The product is [C:35]([CH2:6][C@H:7]1[CH2:18][CH2:17][C:16]2[S:15][C:14]3[N:13]=[CH:12][N:11]=[C:10]([O:19][CH:20]4[CH2:25][CH2:24][C:23]([NH:27][C:28](=[O:34])[O:29][C:30]([CH3:31])([CH3:33])[CH3:32])([CH3:26])[CH2:22][CH2:21]4)[C:9]=3[C:8]1=2)#[N:36]. The yield is 0.960. (5) The reactants are [Cl:1][C:2]1[CH:9]=[C:8]([OH:10])[CH:7]=[CH:6][C:3]=1[CH:4]=[O:5].C(=O)([O-])[O-].[K+].[K+].Br[CH2:18][C:19]1[CH:24]=[CH:23][C:22]([C:25]([F:28])([F:27])[F:26])=[CH:21][C:20]=1[C:29]([F:32])([F:31])[F:30].O. The catalyst is CN(C=O)C. The product is [F:30][C:29]([F:31])([F:32])[C:20]1[CH:21]=[C:22]([C:25]([F:28])([F:26])[F:27])[CH:23]=[CH:24][C:19]=1[CH2:18][O:10][C:8]1[CH:7]=[CH:6][C:3]([CH:4]=[O:5])=[C:2]([Cl:1])[CH:9]=1. The yield is 0.810.